Dataset: Peptide-MHC class I binding affinity with 185,985 pairs from IEDB/IMGT. Task: Regression. Given a peptide amino acid sequence and an MHC pseudo amino acid sequence, predict their binding affinity value. This is MHC class I binding data. (1) The peptide sequence is WAANELDRFG. The MHC is Mamu-A2201 with pseudo-sequence Mamu-A2201. The binding affinity (normalized) is 0. (2) The peptide sequence is RTLHPFGCK. The MHC is HLA-A02:19 with pseudo-sequence HLA-A02:19. The binding affinity (normalized) is 0.0847. (3) The peptide sequence is FVLALYSPPL. The MHC is HLA-A02:01 with pseudo-sequence HLA-A02:01. The binding affinity (normalized) is 0.364. (4) The peptide sequence is RGRAATMAL. The MHC is BoLA-AW10 with pseudo-sequence BoLA-AW10. The binding affinity (normalized) is 0.0641. (5) The peptide sequence is KSLLLLNTR. The MHC is HLA-A03:01 with pseudo-sequence HLA-A03:01. The binding affinity (normalized) is 0.396. (6) The peptide sequence is MLIEVILTA. The MHC is HLA-B15:01 with pseudo-sequence HLA-B15:01. The binding affinity (normalized) is 0.507. (7) The peptide sequence is FLKDVMESM. The MHC is HLA-A02:01 with pseudo-sequence HLA-A02:01. The binding affinity (normalized) is 0.618. (8) The peptide sequence is FHHRIRCKL. The MHC is HLA-A68:02 with pseudo-sequence HLA-A68:02. The binding affinity (normalized) is 0.0847.